From a dataset of Forward reaction prediction with 1.9M reactions from USPTO patents (1976-2016). Predict the product of the given reaction. (1) Given the reactants Cl[C:2]1[C:7](Cl)=[N:6][CH:5]=[CH:4][N:3]=1.[CH3:9][C:10]1[CH:11]=[C:12](B(O)O)[CH:13]=[CH:14][CH:15]=1.C(=O)([O-])[O-].[Na+].[Na+], predict the reaction product. The product is: [C:10]1([CH3:9])[CH:11]=[CH:12][CH:13]=[C:14]([C:2]2[C:7]([C:14]3[CH:15]=[C:10]([CH3:9])[CH:11]=[CH:12][CH:13]=3)=[N:6][CH:5]=[CH:4][N:3]=2)[CH:15]=1. (2) Given the reactants [Br:1]Br.[CH3:3][O:4][C:5]1[CH:10]=[CH:9][C:8]([C:11]2[S:15][C:14]([C:16]([N:18]3[CH2:23][CH2:22][CH2:21][CH2:20][CH2:19]3)=[O:17])=[N:13][C:12]=2[CH3:24])=[CH:7][CH:6]=1, predict the reaction product. The product is: [Br:1][C:6]1[CH:7]=[C:8]([C:11]2[S:15][C:14]([C:16]([N:18]3[CH2:23][CH2:22][CH2:21][CH2:20][CH2:19]3)=[O:17])=[N:13][C:12]=2[CH3:24])[CH:9]=[CH:10][C:5]=1[O:4][CH3:3]. (3) The product is: [Br:8][C:9]1[CH:10]=[C:11]([S:15]([N:25]2[CH2:24][CH2:23][N:22]([C:26]([C:28]3[CH:29]=[CH:30][CH:31]=[CH:32][CH:33]=3)=[O:27])[CH2:21][CH:20]2[CH3:19])(=[O:17])=[O:16])[CH:12]=[CH:13][CH:14]=1. Given the reactants C(N(CC)CC)C.[Br:8][C:9]1[CH:10]=[C:11]([S:15](Cl)(=[O:17])=[O:16])[CH:12]=[CH:13][CH:14]=1.[CH3:19][CH:20]1[NH:25][CH2:24][CH2:23][N:22]([C:26]([C:28]2[CH:33]=[CH:32][CH:31]=[CH:30][CH:29]=2)=[O:27])[CH2:21]1.CO.C(Cl)(Cl)Cl, predict the reaction product. (4) The product is: [ClH:31].[NH2:8][C:9]1([CH2:20][NH:21][C:22]2([C:27]([O:29][CH3:30])=[O:28])[CH2:26][CH2:25][CH2:24][CH2:23]2)[C:17]2[C:12](=[C:13]([F:19])[CH:14]=[C:15]([F:18])[CH:16]=2)[CH2:11][CH2:10]1. Given the reactants C(OC([NH:8][C:9]1([CH2:20][NH:21][C:22]2([C:27]([O:29][CH3:30])=[O:28])[CH2:26][CH2:25][CH2:24][CH2:23]2)[C:17]2[C:12](=[C:13]([F:19])[CH:14]=[C:15]([F:18])[CH:16]=2)[CH2:11][CH2:10]1)=O)(C)(C)C.[ClH:31], predict the reaction product. (5) Given the reactants [Cl:1][C:2]1[CH:3]=[C:4]([C:12]2[S:13][C:14]([C:17]3[CH:22]=[CH:21][CH:20]=[C:19](/[CH:23]=[CH:24]/[O:25]C)[C:18]=3[CH3:27])=[N:15][N:16]=2)[CH:5]=[CH:6][C:7]=1[O:8][CH:9]([CH3:11])[CH3:10].[I-].[Na+].C[Si](Cl)(C)C.O, predict the reaction product. The product is: [Cl:1][C:2]1[CH:3]=[C:4]([C:12]2[S:13][C:14]([C:17]3[C:18]([CH3:27])=[C:19]([CH2:23][CH:24]=[O:25])[CH:20]=[CH:21][CH:22]=3)=[N:15][N:16]=2)[CH:5]=[CH:6][C:7]=1[O:8][CH:9]([CH3:11])[CH3:10]. (6) Given the reactants [F:1][C:2]1[CH:7]=[CH:6][C:5]([CH2:8][CH2:9][C:10]2[CH:17]=[CH:16][CH:15]=[CH:14][C:11]=2[C:12]#N)=[CH:4][CH:3]=1.[OH-:18].[Na+].[OH2:20].Cl, predict the reaction product. The product is: [F:1][C:2]1[CH:7]=[CH:6][C:5]([CH2:8][CH2:9][C:10]2[CH:17]=[CH:16][CH:15]=[CH:14][C:11]=2[C:12]([OH:20])=[O:18])=[CH:4][CH:3]=1. (7) Given the reactants [Cl:1]N1C(=O)CCC1=O.[Cl:9][C:10]1[CH:11]=[CH:12][C:13]([C:40]#[N:41])=[C:14]([C:16]2[C:21]([O:22][CH3:23])=[CH:20][N:19]([CH:24]([CH2:37][CH3:38])[C:25]([NH:27][C:28]3[CH:33]=[CH:32][N:31]4[N:34]=[CH:35][CH:36]=[C:30]4[CH:29]=3)=[O:26])[C:18](=[O:39])[CH:17]=2)[CH:15]=1, predict the reaction product. The product is: [Cl:9][C:10]1[CH:11]=[CH:12][C:13]([C:40]#[N:41])=[C:14]([C:16]2[C:21]([O:22][CH3:23])=[CH:20][N:19]([CH:24]([CH2:37][CH3:38])[C:25]([NH:27][C:28]3[CH:33]=[CH:32][N:31]4[N:34]=[CH:35][C:36]([Cl:1])=[C:30]4[CH:29]=3)=[O:26])[C:18](=[O:39])[CH:17]=2)[CH:15]=1.